From a dataset of Drug-target binding data from BindingDB using IC50 measurements. Regression. Given a target protein amino acid sequence and a drug SMILES string, predict the binding affinity score between them. We predict pIC50 (pIC50 = -log10(IC50 in M); higher means more potent). Dataset: bindingdb_ic50. (1) The small molecule is CSCC[C@H](NC(=O)[C@@H]1CC[C@@H]2CCC[C@H](NC(=O)[C@H](N)CS)C(=O)N21)C(=O)O. The target protein sequence is MEFVKCLGHPEEFYNLLRFQMGGRRKVIPKMDQDSLSSSLKTCYKYLNQTSRSFAAVIQALDGEMRHAVCIFYLVLRALDTLEDDMTISIERKVPLLHNFHSYLYEPDWRFTESKEKDRQVLEDFPTISLEFRNLAEKYQTVIVDVCQKMGFGMAEFLDKRVTSEREWDKYCHYVAGLVGIGLSRLFSASELEDPLIGEDTERANSMGLFLQKTNIIRDYLEDQREGREFWPQETWSKYVKKLGDFAKPENIDLAVQCLNELITNTLHHIPDVITYLSRLRNQSIFNFCAIPQVMAIATLAACYNNQQVFKGVVKIRKGQAVTLMMDATNMPAVKAIIHQYMEEIYHRIPNSDPCSTKTQQIISTIRTQNLPNCQLVSRSHYSPIYLSFVMLLAALSWQYLSTLSQVTEDYVQTGEH. The pIC50 is 3.7. (2) The drug is CCCCCCc1c(C(=O)C[C@@H](C)CC(=O)O)c2cc(Cl)ccc2n1C. The target protein (Q8TDS5) has sequence MLCHRGGQLIVPIIPLCPEHSCRGRRLQNLLSGPWPKQPMELHNLSSPSPSLSSSVLPPSFSPSPSSAPSAFTTVGGSSGGPCHPTSSSLVSAFLAPILALEFVLGLVGNSLALFIFCIHTRPWTSNTVFLVSLVAADFLLISNLPLRVDYYLLHETWRFGAAACKVNLFMLSTNRTASVVFLTAIALNRYLKVVQPHHVLSRASVGAAARVAGGLWVGILLLNGHLLLSTFSGPSCLSYRVGTKPSASLRWHQALYLLEFFLPLALILFAIVSIGLTIRNRGLGGQAGPQRAMRVLAMVVAVYTICFLPSIIFGMASMVAFWLSACRSLDLCTQLFHGSLAFTYLNSVLDPVLYCFSSPNFLHQSRALLGLTRGRQGPVSDESSYQPSRQWRYREASRKAEAIGKLKVQGEVSLEKEGSSQG. The pIC50 is 8.6. (3) The drug is CC(=O)NCCc1ccc(O)c(-c2c(O)c(O)c3c(c2O)C(=O)c2c(cc(O)c(C(=O)O)c2C(=O)O)C3=O)c1. The target protein sequence is GTYGLLRRREDWPSRLQMFFANNHDQEFDPPKVYPPVPAEKRKPIRVLSLFDGIATGLLVLKDLGIQVDRYIASEVCEDSITVGMVRHQGKIMYVGDVRSVTQKHIQEWGPFDLVIGGSPCNDLSIVNPARKGLYEGTGRLFFEFYRLLHDARPKEGDDRPFFWLFENVVAMGVSDKRDISRFLESNPVMIDAKEVSAAHRARYFWGNLPGMNRPLASTVNDKLELQECLEHGRIAKFSKVRTITTRSNSIKQGKDQHFPVFMNEKEDILWCTEMERVFGFPVHYTDVSNMSRLARQRLLGRSWSVPVIRHLFAPLKEYFACV. The pIC50 is 4.3. (4) The small molecule is O=C(O)[C@@]1(N(CCn2ccnc2)S(=O)(=O)c2ccc(-c3ccc(Cl)cc3)cc2)C[C@H]1c1ccccc1. The target protein sequence is SISRARQVELLLVADASMARLYGRGLQHYLLTLASIANRLYSHASIENHIRLAVVKVVVLGDKDKSLEVSKNAATTLKNFCKWQHQHNQLGDDHEEHYDAAILFTREDLCGHHSCDTLGMADVGTICSPERSCAVIEDDGLHAAFTVAHEIGHLLGLSHDDSKFCEETFGSTEDKRLMSSILTSIDASKPWSKCTSATITEFLDDGHGNCLLDLPRKQILGPEELPGQTYDATQQCNLTFGPEYSVCPGMDVCARLWCAVVRQGQMVCLTKKLPAVEGTPCGKGRICLQGKCVDKTKKKYYSTSSHGNWGSWGSWGQCSRSCGGGVQFAYRHCNNPAPRNNGRYCTGKRAIYRSCSLMPCPPNGKSFRHEQCEAKNGYQSDAKGVKTFVEWVPKYAGVLPADVCKLTCRAKGTGYYVVFSPKVTDGTECRPYSNSVCVRGKCVRTGCDGIIGSKLQYDKCGVCGGDNSSCTKIVGTFNKKSKGYTDVVRIPEGATHIKVR.... The pIC50 is 6.5. (5) The drug is N=C(N)c1ccc(OCCCCCOc2ccc(C(=N)N)cc2)cc1. The target protein (Q86VL8) has sequence MDSLQDTVALDHGGCCPALSRLVPRGFGTEMWTLFALSGPLFLFQVLTFMIYIVSTVFCGHLGKVELASVTLAVAFVNVCGVSVGVGLSSACDTLMSQSFGSPNKKHVGVILQRGALVLLLCCLPCWALFLNTQHILLLFRQDPDVSRLTQDYVMIFIPGLPVIFLYNLLAKYLQNQGWLKGQEEESPFQTPGLSILHPSHSHLSRASFHLFQKITWPQVLSGVVGNCVNGVANYALVSVLNLGVRGSAYANIISQFAQTVFLLLYIVLKKLHLETWAGWSSQCLQDWGPFFSLAVPSMLMICVEWWAYEIGSFLMGLLSVVDLSAQAVIYEVATVTYMIPLGLSIGVCVRVGMALGAADTVQAKRSAVSGVLSIVGISLVLGTLISILKNQLGHIFTNDEDVIALVSQVLPVYSVFHVFEAICCVYGGVLRGTGKQAFGAAVNAITYYIIGLPLGILLTFVVRMRIMGLWLGMLACVFLATAAFVAYTARLDWKLAAEE.... The pIC50 is 5.0. (6) The drug is CC(=O)NC1[C@@H](N=C(N)N)C=C(C(=O)O)O[C@H]1[C@H](O)C(O)CO. The target protein (P03468) has sequence MNPNQKIITIGSICLVVGLISLILQIGNIISIWISHSIQTGSQNHTGICNQNIITYKNSTWVKDTTSVILTGNSSLCPIRGWAIYSKDNSIRIGSKGDVFVIREPFISCSHLECRTFFLTQGALLNDKHSNGTVKDRSPYRALMSCPVGEAPSPYNSRFESVAWSASACHDGMGWLTIGISGPDNGAVAVLKYNGIITETIKSWRKKILRTQESECACVNGSCFTIMTDGPSDGLASYKIFKIEKGKVTKSIELNAPNSHYEECSCYPDTGKVMCVCRDNWHGSNRPWVSFDQNLDYQIGYICSGVFGDNPRPEDGTGSCGPVYVDGANGVKGFSYRYGNGVWIGRTKSHSSRHGFEMIWDPNGWTETDSKFSVRQDVVAMTDWSGYSGSFVQHPELTGLDCMRPCFWVELIRGRPKEKTIWTSASSISFCGVNSDTVDWSWPDGAELPFSIDK. The pIC50 is 9.1. (7) The drug is C[C@H]1[C@H](c2ccccc2)OC(=O)N1c1cc(-c2cnc(N)nc2C(F)(F)F)nc(N2CCOCC2)n1. The target protein (Q9Z1L0) has sequence MCFRSIMPPAMADTLDIWAVDSQIASDGSISVDFLLPTGIYIQLEVPREATISYIKQMLWKQVHNYPMFNLLMDIDSYMFACVNQTAVYEELEDETRRLCDVRPFLPVLKLVTRSCDPAEKLDSKIGVLIGKGLHEFDALKDPEVNEFRRKMRKFSEDKIQSLVGLSWIDWLKHTYPPEHEPSVLENLEDKLYGGKLVVAVHFENSQDVFSFQVSPNLNPIKINELAIQKRLTIRGKEEEASPCDYVLQVSGRVEYVFGDHPLIQFQYIRNCVMNRTLPHFILVECCKIKKMYEQEMIAIEAAINRNSSSLPLPLPPKKTRVISHVWGNNNPFQIVLVKGNKLNTEETVKVHVRAGLFHGTELLCKTVVSSEISGKNDHIWNEQLEFDINICDLPRMARLCFAVYAVLDKVKTKKSTKTINPSKYQTIRKAGKVHYPVAWVNTMVFDFKGQLRSGDVILHSWSSFPDELEEMLNPMGTVQTNPYAENATALHIKFPENKK.... The pIC50 is 6.7.